From a dataset of Forward reaction prediction with 1.9M reactions from USPTO patents (1976-2016). Predict the product of the given reaction. (1) Given the reactants Br[C:2]1[CH:7]=[CH:6][C:5]([C:8](=[O:10])[CH3:9])=[CH:4][CH:3]=1.[OH:11][C:12]1[CH:17]=[CH:16][C:15](B(O)O)=[CH:14][CH:13]=1.C([O-])([O-])=O.[K+].[K+], predict the reaction product. The product is: [OH:11][C:12]1[CH:17]=[CH:16][C:15]([C:2]2[CH:7]=[CH:6][C:5]([C:8](=[O:10])[CH3:9])=[CH:4][CH:3]=2)=[CH:14][CH:13]=1. (2) Given the reactants CC1(C)C(C)(C)OB([C:9]2[CH:17]=[C:16]3[C:12]([CH2:13][CH2:14][N:15]3[C:18]([O:20][C:21]([CH3:24])([CH3:23])[CH3:22])=[O:19])=[CH:11][CH:10]=2)O1.Br[C:27]1[S:28][CH:29]=[C:30]([C:32]([O:34][CH2:35][CH3:36])=[O:33])[N:31]=1.C([O-])([O-])=O.[K+].[K+], predict the reaction product. The product is: [C:21]([O:20][C:18]([N:15]1[C:16]2[C:12](=[CH:11][CH:10]=[C:9]([C:27]3[S:28][CH:29]=[C:30]([C:32]([O:34][CH2:35][CH3:36])=[O:33])[N:31]=3)[CH:17]=2)[CH2:13][CH2:14]1)=[O:19])([CH3:22])([CH3:23])[CH3:24]. (3) Given the reactants [CH2:1]([O:19][C@H:20]([CH2:24][O:25][CH2:26][CH2:27][CH2:28][CH2:29][CH2:30][CH2:31][CH2:32][CH2:33]/[CH:34]=[CH:35]\[CH2:36]/[CH:37]=[CH:38]\[CH2:39][CH2:40][CH2:41][CH2:42][CH3:43])[CH2:21][CH2:22]O)[CH2:2][CH2:3][CH2:4][CH2:5][CH2:6][CH2:7][CH2:8]/[CH:9]=[CH:10]\[CH2:11]/[CH:12]=[CH:13]\[CH2:14][CH2:15][CH2:16][CH2:17][CH3:18].C1(P(C2C=CC=CC=2)C2C=CC=CC=2)C=CC=CC=1.N(C(OCC)=O)=NC(OCC)=O.C1(P([N:89]=[N+:90]=[N-:91])(C2C=CC=CC=2)=O)C=CC=CC=1, predict the reaction product. The product is: [N:89]([CH2:22][CH2:21][C@H:20]([O:19][CH2:1][CH2:2][CH2:3][CH2:4][CH2:5][CH2:6][CH2:7][CH2:8]/[CH:9]=[CH:10]\[CH2:11]/[CH:12]=[CH:13]\[CH2:14][CH2:15][CH2:16][CH2:17][CH3:18])[CH2:24][O:25][CH2:26][CH2:27][CH2:28][CH2:29][CH2:30][CH2:31][CH2:32][CH2:33]/[CH:34]=[CH:35]\[CH2:36]/[CH:37]=[CH:38]\[CH2:39][CH2:40][CH2:41][CH2:42][CH3:43])=[N+:90]=[N-:91]. (4) Given the reactants [C:1]([NH:4][C@@H:5]1[CH2:11][C@:10]2([C:20]3[CH:25]=[CH:24][CH:23]=[CH:22][CH:21]=3)[N:12]([CH2:13][C:14]3[CH:19]=[CH:18][CH:17]=[CH:16][CH:15]=3)[C@H:6]1[CH2:7][CH2:8][C@H:9]2[O:26][CH2:27][C:28]1[CH:33]=[C:32]([C:34]([F:37])([F:36])[F:35])[CH:31]=[C:30]([C:38]([F:41])([F:40])[F:39])[CH:29]=1)(=O)[CH3:2].[N-:42]=[N+:43]=[N-:44].[Na+].FC(F)(F)S(OS(C(F)(F)F)(=O)=O)(=O)=O, predict the reaction product. The product is: [CH2:13]([N:12]1[C@@H:6]2[C@H:5]([N:4]3[C:1]([CH3:2])=[N:44][N:43]=[N:42]3)[CH2:11][C@@:10]1([C:20]1[CH:25]=[CH:24][CH:23]=[CH:22][CH:21]=1)[C@H:9]([O:26][CH2:27][C:28]1[CH:29]=[C:30]([C:38]([F:40])([F:41])[F:39])[CH:31]=[C:32]([C:34]([F:36])([F:35])[F:37])[CH:33]=1)[CH2:8][CH2:7]2)[C:14]1[CH:15]=[CH:16][CH:17]=[CH:18][CH:19]=1.